From a dataset of Forward reaction prediction with 1.9M reactions from USPTO patents (1976-2016). Predict the product of the given reaction. Given the reactants [CH:1]1([CH:4]([C:6]2[CH:7]=[N:8][C:9]([C:12]3[CH:16]=[CH:15][O:14][CH:13]=3)=[CH:10][CH:11]=2)O)[CH2:3][CH2:2]1.[CH:17]1[N:21]=[CH:20][N:19](C([N:19]2[CH:20]=[N:21][CH:17]=[CH:18]2)=O)[CH:18]=1, predict the reaction product. The product is: [CH:1]1([CH:4]([N:19]2[CH:18]=[CH:17][N:21]=[CH:20]2)[C:6]2[CH:11]=[CH:10][C:9]([C:12]3[CH:16]=[CH:15][O:14][CH:13]=3)=[N:8][CH:7]=2)[CH2:3][CH2:2]1.